This data is from Cav3 T-type calcium channel HTS with 100,875 compounds. The task is: Binary Classification. Given a drug SMILES string, predict its activity (active/inactive) in a high-throughput screening assay against a specified biological target. (1) The molecule is O1C(OCC)C(C(C=C1C(=O)NC1CC1)c1ccc(cc1)C#C)CCCO. The result is 0 (inactive). (2) The compound is O(C1(C(=O)c2c(=CC1=O)cc(n(c2)Cc1ccccc1)/C=C\COC)C)C(=O)c1nc2c(nc1)cccc2. The result is 0 (inactive). (3) The molecule is Clc1sc2c(n(CC(=O)Nc3c(OC)c(OC)c(OC)cc3)c(c2)C(OC)=O)c1. The result is 0 (inactive).